This data is from Catalyst prediction with 721,799 reactions and 888 catalyst types from USPTO. The task is: Predict which catalyst facilitates the given reaction. (1) Reactant: [CH2:1]([O:3][C:4]([C:6]1[N:7]=[C:8]([C:19]2[S:20][C:21](Br)=[CH:22][CH:23]=2)[N:9]([C:11]2[C:16]([Cl:17])=[CH:15][CH:14]=[CH:13][C:12]=2[Cl:18])[CH:10]=1)=[O:5])[CH3:2].[CH3:25][S:26]([C:29]1[CH:30]=[C:31](B(O)O)[CH:32]=[CH:33][CH:34]=1)(=[O:28])=[O:27].C([O-])([O-])=O.[K+].[K+].O. Product: [CH2:1]([O:3][C:4]([C:6]1[N:7]=[C:8]([C:19]2[S:20][C:21]([C:33]3[CH:32]=[CH:31][CH:30]=[C:29]([S:26]([CH3:25])(=[O:28])=[O:27])[CH:34]=3)=[CH:22][CH:23]=2)[N:9]([C:11]2[C:16]([Cl:17])=[CH:15][CH:14]=[CH:13][C:12]=2[Cl:18])[CH:10]=1)=[O:5])[CH3:2]. The catalyst class is: 57. (2) Reactant: [Li]CCCC.CCCCCC.[CH3:12][N:13]1[C:21]2[C:16](=[CH:17][C:18]([O:22][CH3:23])=[CH:19][CH:20]=2)[C:15]2[C:24]3[C:29]([CH2:30][C:14]1=2)=[CH:28][CH:27]=[CH:26][CH:25]=3.N1C2C(C=CC3C=2C=C2C=3C=CC=C2)=CC=1.[Cl:47][Si:48](Cl)([CH3:50])[CH3:49]. Product: [Cl:47][Si:48]([CH3:50])([CH3:49])[CH:30]1[C:14]2[N:13]([CH3:12])[C:21]3[C:16]([C:15]=2[C:24]2[C:29]1=[CH:28][CH:27]=[CH:26][CH:25]=2)=[CH:17][C:18]([O:22][CH3:23])=[CH:19][CH:20]=3. The catalyst class is: 1. (3) Reactant: [CH3:1][C:2]1([CH3:15])[C:6]2[CH:7]=[CH:8][C:9]([C:11]([O:13]C)=[O:12])=[CH:10][C:5]=2[O:4][CH2:3]1.[OH-].[Na+]. Product: [CH3:1][C:2]1([CH3:15])[C:6]2[CH:7]=[CH:8][C:9]([C:11]([OH:13])=[O:12])=[CH:10][C:5]=2[O:4][CH2:3]1. The catalyst class is: 5. (4) Reactant: Cl.[F:2][C:3]1[CH:8]=[CH:7][C:6]([S:9]([CH2:12][CH:13]2[CH2:16][NH:15][CH2:14]2)(=[O:11])=[O:10])=[CH:5][CH:4]=1.CCN(CC)CC.BrC1C=CC=CC=1[CH2:31][C:32]([C:34]1[CH:39]=[CH:38][C:37]([F:40])=[CH:36][CH:35]=1)=[O:33]. Product: [F:40][C:37]1[CH:38]=[CH:39][C:34]([C:32](=[O:33])[CH2:31][N:15]2[CH2:16][CH:13]([CH2:12][S:9]([C:6]3[CH:7]=[CH:8][C:3]([F:2])=[CH:4][CH:5]=3)(=[O:11])=[O:10])[CH2:14]2)=[CH:35][CH:36]=1. The catalyst class is: 23. (5) Reactant: [Cl-].[OH:2][NH3+:3].C(=O)([O-])O.[Na+].[CH3:9][C:10]1[CH:18]=[C:17]2[C:13]([C:14]([CH2:25][C:26]3[N:31]=[C:30]([C:32]#[N:33])[CH:29]=[CH:28][CH:27]=3)=[C:15]([C:19]3[CH:24]=[CH:23][CH:22]=[CH:21][CH:20]=3)[NH:16]2)=[CH:12][CH:11]=1. Product: [CH3:9][C:10]1[CH:18]=[C:17]2[C:13]([C:14]([CH2:25][C:26]3[N:31]=[C:30]([C:32](=[N:3][OH:2])[NH2:33])[CH:29]=[CH:28][CH:27]=3)=[C:15]([C:19]3[CH:24]=[CH:23][CH:22]=[CH:21][CH:20]=3)[NH:16]2)=[CH:12][CH:11]=1. The catalyst class is: 8. (6) Reactant: [CH3:1][C:2]1(C)OC(=O)[C:5](=[C:9]([OH:18])[C:10]2[CH:17]=[CH:16][C:13]([C:14]#[N:15])=[CH:12][CH:11]=2)[C:4](=[O:19])[O:3]1. Product: [C:14]([C:13]1[CH:12]=[CH:11][C:10]([C:9](=[O:18])[CH2:5][C:4]([O:3][CH2:2][CH3:1])=[O:19])=[CH:17][CH:16]=1)#[N:15]. The catalyst class is: 8. (7) Reactant: [C:1]([C:3]1[C:4]([O:12][CH3:13])=[C:5]([CH:9]=[CH:10][CH:11]=1)C(O)=O)#[N:2].[C:14]([Cl:19])(=O)[C:15]([Cl:17])=O.[OH-:20].[Na+].Cl.[CH3:23][N:24]([CH:26]=[O:27])C. Product: [Cl:17][C:15]1[CH:1]=[C:3]([C@H:4]([CH2:5][CH2:9][OH:20])[CH2:23][NH:24][C:26](=[O:27])[C:5]2[CH:9]=[CH:10][CH:11]=[C:3]([C:1]#[N:2])[C:4]=2[O:12][CH3:13])[CH:11]=[CH:10][C:14]=1[Cl:19]. The catalyst class is: 61.